From a dataset of Catalyst prediction with 721,799 reactions and 888 catalyst types from USPTO. Predict which catalyst facilitates the given reaction. (1) Reactant: [CH2:1]([O:8][C:9]1[CH:10]=[C:11]([CH:15]=[CH:16][C:17]=1[N+:18]([O-:20])=[O:19])[C:12]([OH:14])=O)[C:2]1[CH:7]=[CH:6][CH:5]=[CH:4][CH:3]=1.S(Cl)(Cl)=O.[NH2:25][C:26]1[CH:31]=[CH:30][CH:29]=[CH:28][C:27]=1[S:32]([NH2:35])(=[O:34])=[O:33]. Product: [CH2:1]([O:8][C:9]1[CH:10]=[C:11]([CH:15]=[CH:16][C:17]=1[N+:18]([O-:20])=[O:19])[C:12]([NH:25][C:26]1[CH:31]=[CH:30][CH:29]=[CH:28][C:27]=1[S:32](=[O:34])(=[O:33])[NH2:35])=[O:14])[C:2]1[CH:3]=[CH:4][CH:5]=[CH:6][CH:7]=1. The catalyst class is: 48. (2) Reactant: [N:1]1([C:7]2[N:12]=[C:11]([CH:13]=[CH:14][C:15]([C:17]3[CH:25]=[CH:24][C:20]([C:21](O)=[O:22])=[CH:19][CH:18]=3)=[O:16])[CH:10]=[CH:9][CH:8]=2)[CH2:6][CH2:5][O:4][CH2:3][CH2:2]1.C(N(C(C)C)C(C)C)C.ClC(OCC)=O.[N-:41]=[N+:42]=[N-:43].[Na+]. Product: [N:1]1([C:7]2[N:12]=[C:11]([CH:13]=[CH:14][C:15]([C:17]3[CH:25]=[CH:24][C:20]([C:21]([N:41]=[N+:42]=[N-:43])=[O:22])=[CH:19][CH:18]=3)=[O:16])[CH:10]=[CH:9][CH:8]=2)[CH2:2][CH2:3][O:4][CH2:5][CH2:6]1. The catalyst class is: 145. (3) Reactant: [CH3:1][CH:2]([O:4][C:5]1[CH:6]=[C:7]([C:11](=[O:29])[CH2:12][O:13][C:14]2[CH:19]=[CH:18][C:17]([C:20]3[O:24][N:23]=[C:22]([O:25][CH2:26][O:27][CH3:28])[CH:21]=3)=[CH:16][CH:15]=2)[CH:8]=[CH:9][CH:10]=1)[CH3:3].[BH4-].[Na+]. Product: [CH3:3][CH:2]([O:4][C:5]1[CH:6]=[C:7]([CH:11]([OH:29])[CH2:12][O:13][C:14]2[CH:19]=[CH:18][C:17]([C:20]3[O:24][N:23]=[C:22]([O:25][CH2:26][O:27][CH3:28])[CH:21]=3)=[CH:16][CH:15]=2)[CH:8]=[CH:9][CH:10]=1)[CH3:1]. The catalyst class is: 36. (4) Reactant: [NH2:1][C@H:2]([C:5]1[N:14]([C:15]2[CH:20]=[CH:19][CH:18]=[C:17]([O:21][CH2:22][C:23]([F:26])([F:25])[F:24])[CH:16]=2)[C:13](=[O:27])[C:12]2[C:7](=[CH:8][CH:9]=[CH:10][C:11]=2[F:28])[N:6]=1)[CH2:3][CH3:4].Cl[C:30]1[C:31]2[CH:38]=[CH:37][NH:36][C:32]=2[N:33]=[CH:34][N:35]=1.C(N(C(C)C)CC)(C)C. Product: [N:33]1[C:32]2[NH:36][CH:37]=[CH:38][C:31]=2[C:30]([NH:1][C@H:2]([C:5]2[N:14]([C:15]3[CH:20]=[CH:19][CH:18]=[C:17]([O:21][CH2:22][C:23]([F:26])([F:24])[F:25])[CH:16]=3)[C:13](=[O:27])[C:12]3[C:7](=[CH:8][CH:9]=[CH:10][C:11]=3[F:28])[N:6]=2)[CH2:3][CH3:4])=[N:35][CH:34]=1. The catalyst class is: 218. (5) Reactant: [N:1]([O-])=O.[Na+].[NH2:5][C:6]1[CH:20]=[CH:19][C:9]2[N:10]=[C:11]([NH:13][C:14]([CH:16]3[CH2:18][CH2:17]3)=[O:15])[S:12][C:8]=2[CH:7]=1.[F:21][B-:22]([F:25])([F:24])[F:23].[H+]. Product: [F:21][B-:22]([F:25])([F:24])[F:23].[CH:16]1([C:14]([NH:13][C:11]2[S:12][C:8]3[CH:7]=[C:6]([N+:5]#[N:1])[CH:20]=[CH:19][C:9]=3[N:10]=2)=[O:15])[CH2:17][CH2:18]1. The catalyst class is: 6. (6) Reactant: Br[C:2]1[CH:3]=[C:4]2[C:9](=[CH:10][CH:11]=1)[N:8]=[CH:7][CH:6]=[C:5]2[C:12]1[CH:17]=[CH:16][N:15]=[CH:14][CH:13]=1.[CH3:18][S:19]([C:22]1[CH:23]=[C:24](B(O)O)[CH:25]=[N:26][CH:27]=1)(=[O:21])=[O:20].C([O-])(O)=O.[Na+]. Product: [CH3:18][S:19]([C:22]1[CH:23]=[C:24]([C:2]2[CH:3]=[C:4]3[C:9](=[CH:10][CH:11]=2)[N:8]=[CH:7][CH:6]=[C:5]3[C:12]2[CH:17]=[CH:16][N:15]=[CH:14][CH:13]=2)[CH:25]=[N:26][CH:27]=1)(=[O:21])=[O:20]. The catalyst class is: 12. (7) Reactant: [H-].[Na+].[CH2:3]([O:10][C:11](=[O:19])[CH2:12]P(OC)(OC)=O)[C:4]1[CH:9]=[CH:8][CH:7]=[CH:6][CH:5]=1.[F:20][CH2:21][C:22]([CH3:24])=O. Product: [F:20][CH2:21][C:22]([CH3:24])=[CH:12][C:11]([O:10][CH2:3][C:4]1[CH:9]=[CH:8][CH:7]=[CH:6][CH:5]=1)=[O:19]. The catalyst class is: 334.